From a dataset of Experimentally validated miRNA-target interactions with 360,000+ pairs, plus equal number of negative samples. Binary Classification. Given a miRNA mature sequence and a target amino acid sequence, predict their likelihood of interaction. (1) The miRNA is cel-miR-253-5p with sequence CUUUUCACACACCUCACUAACA. The protein sequence of the target gene is MSERKEGRGKGKGKKKERGSGKKPESAAGSQSPALPPRLKEMKSQESAAGSKLVLRCETSSEYSSLRFKWFKNGNELNRKNKPQNIKIQKKPGKSELRINKASLADSGEYMCKVISKLGNDSASANITIVESNEIITGMPASTEGAYVSSESPIRISVSTEGANTSSSTSTSTTGTSHLVKCAEKEKTFCVNGGECFMVKDLSNPSRYLCKCQPGFTGARCTENVPMKVQNQEKAEELYQKRVLTITGICIALLVVGIMCVVAYCKTKKQRKKLHDRLRQSLRSERNNMMNIANGPHHPN.... Result: 0 (no interaction). (2) Result: 0 (no interaction). The miRNA is mmu-miR-3088-3p with sequence UUCAUGAGCAGCUGCAAAGGUGU. The protein sequence of the target gene is MKSLKAKFRKSDTNEWNKNDDRLLQAVENGDAEKVASLLGKKGASATKHDSEGKTAFHLAAAKGHVECLKVMVTHGVDVTAQDSSGHSALHVAAKNGHPECIRKLLQYKSPAENIDNSGKTALHYAAAQGCLQAVQLLCEHKSPINLKDLDGNIPLLVAVQNGHSEACHFLLDHGADVNSRDKNGRTALMLACETGSSNTVDALIKKGADLSLVDSLGHNALHYSKLSENAGIQNLLLSKISQDADLKTPTKPKQHDQVSKISSERSGTPKKRKAPPPPISPTQLSDVSSPRSITSTPLS.... (3) The miRNA is hsa-miR-3689f with sequence UGUGAUAUCGUGCUUCCUGGGA. The protein sequence of the target gene is MYSSPLCLTQDEFHPFIEALLPHVRAFAYTWFNLQARKRKYFKKHEKRMSKDEERAVKDELLGEKAEVKQKWASRLLAKLRKDIRPECREDFVLAVTGKKAPGCVLSNPDQKGKMRRIDCLRQADKVWRLDLVMVILFKGIPLESTDGERLVKAAACAHPVLCVQPHHIGVAVKELDLYLAYFVRERDAEQSSSPRTGVGSDQEDSKPITLDTTDFQESFVTSGVFSVTELIQVSRTPVVTGTGPNFSLGELQGHLAYDLNPASAGMRRTLPSTSSSGSKRHKSGSMEEDVDTSPGGDYY.... Result: 0 (no interaction). (4) The miRNA is hsa-miR-567 with sequence AGUAUGUUCUUCCAGGACAGAAC. The protein sequence of the target gene is MDDYKYQDNYGGYAPSDGYYRGNESNPEEDAQSDVTEGHDEEDEIYEGEYQGIPHPDDVKAKQAKMAPSRMDSLRGQTDLMAERLEDEEQLAHQYETIMDECGHGRFQWILFFVLGLALMADGVEVFVVSFALPSAEKDMCLSSSKKGMLGMIVYLGMMAGAFILGGLADKLGRKRVLSMSLAVNASFASLSSFVQGYGAFLFCRLISGIGIGGALPIVFAYFSEFLSREKRGEHLSWLGIFWMTGGLYASAMAWSIIPHYGWGFSMGTNYHFHSWRVFVIVCALPCTVSMVALKFMPES.... Result: 1 (interaction).